From a dataset of Reaction yield outcomes from USPTO patents with 853,638 reactions. Predict the reaction yield, written as a fraction of the theoretical maximum amount of product (1.0 means a 100% yield; for example, 0.34 means a 34% yield). The reactants are Cl[C:2]1[N:3]=[C:4]([N:23]2[CH2:28][CH2:27][O:26][CH2:25][CH2:24]2)[C:5]2[S:10][C:9]([CH2:11][N:12]([CH:14]3[CH2:19][CH2:18][N:17]([CH:20]([CH3:22])[CH3:21])[CH2:16][CH2:15]3)[CH3:13])=[CH:8][C:6]=2[N:7]=1.CC1(C)C(C)(C)OB([C:37]2[CH:38]=[N:39][C:40]([NH2:43])=[N:41][CH:42]=2)O1.C([O-])([O-])=O.[Na+].[Na+].Cl. The catalyst is C(#N)C.Cl[Pd](Cl)([P](C1C=CC=CC=1)(C1C=CC=CC=1)C1C=CC=CC=1)[P](C1C=CC=CC=1)(C1C=CC=CC=1)C1C=CC=CC=1. The product is [CH:20]([N:17]1[CH2:18][CH2:19][CH:14]([N:12]([CH2:11][C:9]2[S:10][C:5]3[C:4]([N:23]4[CH2:28][CH2:27][O:26][CH2:25][CH2:24]4)=[N:3][C:2]([C:37]4[CH:38]=[N:39][C:40]([NH2:43])=[N:41][CH:42]=4)=[N:7][C:6]=3[CH:8]=2)[CH3:13])[CH2:15][CH2:16]1)([CH3:22])[CH3:21]. The yield is 0.160.